This data is from Peptide-MHC class I binding affinity with 185,985 pairs from IEDB/IMGT. The task is: Regression. Given a peptide amino acid sequence and an MHC pseudo amino acid sequence, predict their binding affinity value. This is MHC class I binding data. (1) The peptide sequence is VLYNTEKGR. The MHC is HLA-A31:01 with pseudo-sequence HLA-A31:01. The binding affinity (normalized) is 0.163. (2) The peptide sequence is KAILSSVAL. The MHC is H-2-Db with pseudo-sequence H-2-Db. The binding affinity (normalized) is 0.362. (3) The peptide sequence is WYMWLGARF. The MHC is HLA-A24:03 with pseudo-sequence HLA-A24:03. The binding affinity (normalized) is 0.728.